Dataset: Reaction yield outcomes from USPTO patents with 853,638 reactions. Task: Predict the reaction yield, written as a fraction of the theoretical maximum amount of product (1.0 means a 100% yield; for example, 0.34 means a 34% yield). (1) The reactants are ClC1C=CC=C(C(OO)=[O:9])C=1.[CH2:12]([O:19][C:20]1[CH:25]=[CH:24][C:23]([O:26][CH2:27][C:28]([CH3:30])=[CH2:29])=[CH:22][CH:21]=1)[C:13]1[CH:18]=[CH:17][CH:16]=[CH:15][CH:14]=1.[O-]S([O-])=O.[Na+].[Na+]. The catalyst is C(Cl)Cl. The product is [CH2:12]([O:19][C:20]1[CH:21]=[CH:22][C:23]([O:26][CH2:27][C:28]2([CH3:30])[CH2:29][O:9]2)=[CH:24][CH:25]=1)[C:13]1[CH:14]=[CH:15][CH:16]=[CH:17][CH:18]=1. The yield is 0.870. (2) The reactants are [CH2:1]([O:3][C:4]1[CH:9]=[CH:8][C:7]([NH:10][C:11]2[C:16]([N+:17]([O-])=O)=[CH:15][N:14]=[C:13]([NH:20][C:21]3[CH:22]=[N:23][N:24]([CH:26]4[CH2:31][CH2:30][N:29]([CH3:32])[CH2:28][CH2:27]4)[CH:25]=3)[N:12]=2)=[CH:6][CH:5]=1)[CH3:2]. The catalyst is CO.[Pd]. The product is [CH2:1]([O:3][C:4]1[CH:5]=[CH:6][C:7]([NH:10][C:11]2[C:16]([NH2:17])=[CH:15][N:14]=[C:13]([NH:20][C:21]3[CH:22]=[N:23][N:24]([CH:26]4[CH2:31][CH2:30][N:29]([CH3:32])[CH2:28][CH2:27]4)[CH:25]=3)[N:12]=2)=[CH:8][CH:9]=1)[CH3:2]. The yield is 0.650. (3) The reactants are [C:1]([O:5][C:6]([N:8]1[CH2:17][CH2:16][C:15]2[C:10](=[CH:11][C:12](B3OC(C)(C)C(C)(C)O3)=[CH:13][CH:14]=2)[CH2:9]1)=[O:7])([CH3:4])([CH3:3])[CH3:2].Br[C:28]1[N:36]2[C:31]([C:32]([NH2:37])=[N:33][CH:34]=[N:35]2)=[CH:30][CH:29]=1. The catalyst is COCCOC.C([O-])([O-])=O.[Na+].[Na+].C1C=CC(P(C2C=CC=CC=2)[C-]2C=CC=C2)=CC=1.C1C=CC(P(C2C=CC=CC=2)[C-]2C=CC=C2)=CC=1.Cl[Pd]Cl.[Fe+2]. The product is [C:1]([O:5][C:6]([N:8]1[CH2:17][CH2:16][C:15]2[C:10](=[CH:11][C:12]([C:28]3[N:36]4[C:31]([C:32]([NH2:37])=[N:33][CH:34]=[N:35]4)=[CH:30][CH:29]=3)=[CH:13][CH:14]=2)[CH2:9]1)=[O:7])([CH3:2])([CH3:3])[CH3:4]. The yield is 0.550. (4) The reactants are [CH2:1]([C:5]1[N:6]=[C:7]([CH3:42])[N:8]([C:36]2[CH:41]=[CH:40][CH:39]=[CH:38][N:37]=2)[C:9](=[O:35])[C:10]=1[CH2:11][C:12]1[CH:28]=[C:27]([CH2:29][CH2:30][CH3:31])[C:15]([O:16][CH:17]([C:21]2[CH:26]=[CH:25][CH:24]=[CH:23][CH:22]=2)[C:18]([NH2:20])=O)=[C:14]([CH2:32][CH2:33][CH3:34])[CH:13]=1)[CH2:2][CH2:3][CH3:4].P(Cl)(Cl)(Cl)=O. No catalyst specified. The product is [CH2:1]([C:5]1[N:6]=[C:7]([CH3:42])[N:8]([C:36]2[CH:41]=[CH:40][CH:39]=[CH:38][N:37]=2)[C:9](=[O:35])[C:10]=1[CH2:11][C:12]1[CH:28]=[C:27]([CH2:29][CH2:30][CH3:31])[C:15]([O:16][CH:17]([C:21]2[CH:22]=[CH:23][CH:24]=[CH:25][CH:26]=2)[C:18]#[N:20])=[C:14]([CH2:32][CH2:33][CH3:34])[CH:13]=1)[CH2:2][CH2:3][CH3:4]. The yield is 1.02. (5) The catalyst is ClCCl. The product is [ClH:43].[C:25]([C:24]1[CH:27]=[CH:28][C:21]([C:14]2[C:15]3[C:20](=[CH:19][CH:18]=[CH:17][CH:16]=3)[C:11]([N:8]3[CH2:7][CH2:6][CH:5]([N:4]([CH3:3])[C:41](=[O:42])[C:40]4[CH:44]=[CH:45][C:37]([F:36])=[CH:38][C:39]=4[C:46]([F:49])([F:48])[F:47])[CH2:10][CH2:9]3)=[N:12][N:13]=2)=[CH:22][CH:23]=1)#[N:26]. The reactants are Cl.Cl.[CH3:3][NH:4][CH:5]1[CH2:10][CH2:9][N:8]([C:11]2[C:20]3[C:15](=[CH:16][CH:17]=[CH:18][CH:19]=3)[C:14]([C:21]3[CH:28]=[CH:27][C:24]([C:25]#[N:26])=[CH:23][CH:22]=3)=[N:13][N:12]=2)[CH2:7][CH2:6]1.C(N(CC)CC)C.[F:36][C:37]1[CH:45]=[CH:44][C:40]([C:41]([Cl:43])=[O:42])=[C:39]([C:46]([F:49])([F:48])[F:47])[CH:38]=1. The yield is 0.590. (6) The reactants are [N:1]1[C:9]([NH:10][C@H:11]([C:13]2[N:14]([C:26]3[CH:31]=[CH:30][CH:29]=[CH:28][CH:27]=3)[C:15](=[O:25])[C:16]3[C:21]([CH:22]=2)=[CH:20][CH:19]=[CH:18][C:17]=3[CH:23]=O)[CH3:12])=[C:8]2[C:4]([NH:5][CH:6]=[N:7]2)=[N:3][CH:2]=1.Cl.[NH2:33]O. The catalyst is CN1CCCC1=O. The product is [N:1]1[C:9]([NH:10][C@H:11]([C:13]2[N:14]([C:26]3[CH:31]=[CH:30][CH:29]=[CH:28][CH:27]=3)[C:15](=[O:25])[C:16]3[C:21]([CH:22]=2)=[CH:20][CH:19]=[CH:18][C:17]=3[C:23]#[N:33])[CH3:12])=[C:8]2[C:4]([NH:5][CH:6]=[N:7]2)=[N:3][CH:2]=1. The yield is 0.280.